From a dataset of NCI-60 drug combinations with 297,098 pairs across 59 cell lines. Regression. Given two drug SMILES strings and cell line genomic features, predict the synergy score measuring deviation from expected non-interaction effect. (1) Drug 1: COC1=CC(=CC(=C1O)OC)C2C3C(COC3=O)C(C4=CC5=C(C=C24)OCO5)OC6C(C(C7C(O6)COC(O7)C8=CC=CS8)O)O. Drug 2: C1=NC2=C(N1)C(=S)N=C(N2)N. Cell line: HCT-15. Synergy scores: CSS=55.6, Synergy_ZIP=-2.45, Synergy_Bliss=-3.40, Synergy_Loewe=-3.83, Synergy_HSA=-0.982. (2) Drug 1: C1CCN(CC1)CCOC2=CC=C(C=C2)C(=O)C3=C(SC4=C3C=CC(=C4)O)C5=CC=C(C=C5)O. Drug 2: C1=CN(C=N1)CC(O)(P(=O)(O)O)P(=O)(O)O. Cell line: A549. Synergy scores: CSS=3.79, Synergy_ZIP=2.06, Synergy_Bliss=5.10, Synergy_Loewe=4.60, Synergy_HSA=0.292. (3) Drug 1: CS(=O)(=O)CCNCC1=CC=C(O1)C2=CC3=C(C=C2)N=CN=C3NC4=CC(=C(C=C4)OCC5=CC(=CC=C5)F)Cl. Drug 2: CC1C(C(CC(O1)OC2CC(CC3=C2C(=C4C(=C3O)C(=O)C5=CC=CC=C5C4=O)O)(C(=O)C)O)N)O. Cell line: NCI/ADR-RES. Synergy scores: CSS=37.9, Synergy_ZIP=7.38, Synergy_Bliss=14.9, Synergy_Loewe=-5.79, Synergy_HSA=14.7. (4) Drug 1: CC(CN1CC(=O)NC(=O)C1)N2CC(=O)NC(=O)C2. Drug 2: CC1=C(C(CCC1)(C)C)C=CC(=CC=CC(=CC(=O)O)C)C. Cell line: MCF7. Synergy scores: CSS=16.5, Synergy_ZIP=-9.58, Synergy_Bliss=-5.06, Synergy_Loewe=-13.4, Synergy_HSA=-1.20. (5) Drug 1: C1=CC(=C2C(=C1NCCNCCO)C(=O)C3=C(C=CC(=C3C2=O)O)O)NCCNCCO. Drug 2: CC1=C(N=C(N=C1N)C(CC(=O)N)NCC(C(=O)N)N)C(=O)NC(C(C2=CN=CN2)OC3C(C(C(C(O3)CO)O)O)OC4C(C(C(C(O4)CO)O)OC(=O)N)O)C(=O)NC(C)C(C(C)C(=O)NC(C(C)O)C(=O)NCCC5=NC(=CS5)C6=NC(=CS6)C(=O)NCCC[S+](C)C)O. Cell line: A498. Synergy scores: CSS=39.1, Synergy_ZIP=3.27, Synergy_Bliss=5.24, Synergy_Loewe=-1.96, Synergy_HSA=5.38. (6) Drug 1: C1CC(=O)NC(=O)C1N2C(=O)C3=CC=CC=C3C2=O. Drug 2: COC1=C2C(=CC3=C1OC=C3)C=CC(=O)O2. Cell line: TK-10. Synergy scores: CSS=3.50, Synergy_ZIP=-1.90, Synergy_Bliss=-0.537, Synergy_Loewe=1.72, Synergy_HSA=-0.280. (7) Drug 1: CS(=O)(=O)CCNCC1=CC=C(O1)C2=CC3=C(C=C2)N=CN=C3NC4=CC(=C(C=C4)OCC5=CC(=CC=C5)F)Cl. Drug 2: C1=CN(C=N1)CC(O)(P(=O)(O)O)P(=O)(O)O. Cell line: CCRF-CEM. Synergy scores: CSS=-21.4, Synergy_ZIP=12.4, Synergy_Bliss=1.38, Synergy_Loewe=-16.2, Synergy_HSA=-18.7. (8) Drug 1: CC12CCC(CC1=CCC3C2CCC4(C3CC=C4C5=CN=CC=C5)C)O. Drug 2: C1CC(=O)NC(=O)C1N2C(=O)C3=CC=CC=C3C2=O. Cell line: HOP-62. Synergy scores: CSS=3.46, Synergy_ZIP=-0.827, Synergy_Bliss=1.43, Synergy_Loewe=-0.655, Synergy_HSA=0.330. (9) Drug 1: CC1=CC=C(C=C1)C2=CC(=NN2C3=CC=C(C=C3)S(=O)(=O)N)C(F)(F)F. Drug 2: C1CN(CCN1C(=O)CCBr)C(=O)CCBr. Cell line: SF-295. Synergy scores: CSS=9.09, Synergy_ZIP=-5.12, Synergy_Bliss=-3.38, Synergy_Loewe=-9.15, Synergy_HSA=-2.48. (10) Drug 1: CCN(CC)CCCC(C)NC1=C2C=C(C=CC2=NC3=C1C=CC(=C3)Cl)OC. Drug 2: C1CNP(=O)(OC1)N(CCCl)CCCl. Cell line: SF-268. Synergy scores: CSS=8.19, Synergy_ZIP=-2.22, Synergy_Bliss=-2.67, Synergy_Loewe=-8.40, Synergy_HSA=-3.55.